The task is: Predict the reaction yield, written as a fraction of the theoretical maximum amount of product (1.0 means a 100% yield; for example, 0.34 means a 34% yield).. This data is from Reaction yield outcomes from USPTO patents with 853,638 reactions. The reactants are [OH-].[K+].[Br:3][C:4]1[CH:9]=[CH:8][C:7]([OH:10])=[C:6]([N+:11]([O-])=O)[CH:5]=1.S(S([O-])=O)([O-])=O.[Na+].[Na+].C(OCC)(=O)C. The catalyst is O. The product is [NH2:11][C:6]1[CH:5]=[C:4]([Br:3])[CH:9]=[CH:8][C:7]=1[OH:10]. The yield is 0.560.